This data is from Reaction yield outcomes from USPTO patents with 853,638 reactions. The task is: Predict the reaction yield, written as a fraction of the theoretical maximum amount of product (1.0 means a 100% yield; for example, 0.34 means a 34% yield). (1) The reactants are Br[C:2]1[CH:11]=[C:10]2[C:5]([N:6]=[CH:7][C:8]([N:12]3[CH2:17][CH2:16][O:15][CH2:14][CH2:13]3)=[N:9]2)=[CH:4][CH:3]=1.[SiH](CC)(CC)CC.CN([CH:28]=[O:29])C. No catalyst specified. The product is [O:15]1[CH2:16][CH2:17][N:12]([C:8]2[CH:7]=[N:6][C:5]3[C:10]([N:9]=2)=[CH:11][C:2]([CH:28]=[O:29])=[CH:3][CH:4]=3)[CH2:13][CH2:14]1. The yield is 0.823. (2) The reactants are Cl[C:2]1[N:7]=[C:6]([NH:8][C:9]2[CH:10]=[C:11]([NH:15][C:16](=[O:18])[CH3:17])[CH:12]=[CH:13][CH:14]=2)[C:5]([F:19])=[CH:4][N:3]=1.[CH3:20][O:21][C:22]1[CH:23]=[C:24]([CH:26]=[C:27]([O:31][CH3:32])[C:28]=1[O:29][CH3:30])[NH2:25].Cl.O1CCOCC1. The catalyst is CC(O)C. The product is [F:19][C:5]1[C:6]([NH:8][C:9]2[CH:10]=[C:11]([NH:15][C:16](=[O:18])[CH3:17])[CH:12]=[CH:13][CH:14]=2)=[N:7][C:2]([NH:25][C:24]2[CH:26]=[C:27]([O:31][CH3:32])[C:28]([O:29][CH3:30])=[C:22]([O:21][CH3:20])[CH:23]=2)=[N:3][CH:4]=1. The yield is 0.490. (3) The reactants are C(O)(C(F)(F)F)=O.[NH2:8][C:9](=[O:42])[CH2:10][C:11]1[CH:41]=[CH:40][CH:39]=[CH:38][C:12]=1[CH2:13][CH2:14][C:15]1[C:20]([CH3:21])=[CH:19][N:18]=[C:17]([NH:22][C:23]2[CH:37]=[CH:36][C:26]([CH2:27][NH:28]C(=O)OC(C)(C)C)=[CH:25][CH:24]=2)[N:16]=1. The catalyst is C(Cl)Cl. The product is [NH2:28][CH2:27][C:26]1[CH:25]=[CH:24][C:23]([NH:22][C:17]2[N:16]=[C:15]([CH2:14][CH2:13][C:12]3[CH:38]=[CH:39][CH:40]=[CH:41][C:11]=3[CH2:10][C:9]([NH2:8])=[O:42])[C:20]([CH3:21])=[CH:19][N:18]=2)=[CH:37][CH:36]=1. The yield is 0.820. (4) The reactants are [CH3:1][N:2]1[C:10]2[CH:9]=[C:8]([N:11]3[CH:16]=[CH:15][C:14]([O:17][CH2:18][C:19]4[CH:20]=[N:21][C:22]([C:25]([F:28])([F:27])[F:26])=[CH:23][CH:24]=4)=[CH:13][C:12]3=[O:29])[CH:7]=[CH:6][C:5]=2[C:4]2[CH2:30][N:31](C(OC(C)(C)C)=O)[CH2:32][CH2:33][C:3]1=2.C1(N)C(F)=C(F)C(F)=C(N)C=1F.[ClH:53].Cl. No catalyst specified. The product is [ClH:53].[ClH:53].[CH3:1][N:2]1[C:10]2[CH:9]=[C:8]([N:11]3[CH:16]=[CH:15][C:14]([O:17][CH2:18][C:19]4[CH:20]=[N:21][C:22]([C:25]([F:28])([F:26])[F:27])=[CH:23][CH:24]=4)=[CH:13][C:12]3=[O:29])[CH:7]=[CH:6][C:5]=2[C:4]2[CH2:30][NH:31][CH2:32][CH2:33][C:3]1=2. The yield is 0.810. (5) The reactants are [Cl:1][C:2]1[C:3]([C:25]2[S:26][C:27]([C:30]3[CH:35]=[C:34]([O:36][CH:37]4[CH2:40][O:39][CH2:38]4)[N:33]=[C:32]([Cl:41])[CH:31]=3)=[N:28][N:29]=2)=[CH:4][C:5]([F:24])=[C:6]([CH:23]=1)[O:7][CH2:8][C@H:9]1[CH2:13][O:12]C(C)(C)[N:10]1C(OC(C)(C)C)=O.[C:42]([OH:48])([C:44]([F:47])([F:46])[F:45])=[O:43]. The catalyst is C(Cl)Cl. The product is [F:45][C:44]([F:47])([F:46])[C:42]([OH:48])=[O:43].[NH2:10][C@@H:9]([CH2:8][O:7][C:6]1[CH:23]=[C:2]([Cl:1])[C:3]([C:25]2[S:26][C:27]([C:30]3[CH:35]=[C:34]([O:36][CH:37]4[CH2:40][O:39][CH2:38]4)[N:33]=[C:32]([Cl:41])[CH:31]=3)=[N:28][N:29]=2)=[CH:4][C:5]=1[F:24])[CH2:13][OH:12]. The yield is 0.223. (6) The reactants are [CH2:1]([O:8][C:9]([N:11]1[CH2:15][CH:14]([OH:16])[CH2:13][N:12]1[C:17](=[O:26])[CH2:18][C:19]1[CH:24]=[CH:23][C:22]([F:25])=[CH:21][CH:20]=1)=[O:10])[C:2]1[CH:7]=[CH:6][CH:5]=[CH:4][CH:3]=1.Cl[C:28]([O:30][C:31]1[CH:36]=[CH:35][C:34]([N+:37]([O-:39])=[O:38])=[CH:33][CH:32]=1)=[O:29].N1C=CC=CC=1. The catalyst is ClCCl.O. The product is [CH2:1]([O:8][C:9]([N:11]1[CH2:15][CH:14]([O:16][C:28]([O:30][C:31]2[CH:32]=[CH:33][C:34]([N+:37]([O-:39])=[O:38])=[CH:35][CH:36]=2)=[O:29])[CH2:13][N:12]1[C:17](=[O:26])[CH2:18][C:19]1[CH:24]=[CH:23][C:22]([F:25])=[CH:21][CH:20]=1)=[O:10])[C:2]1[CH:7]=[CH:6][CH:5]=[CH:4][CH:3]=1. The yield is 0.860. (7) The yield is 0.710. The product is [Cl:10][C:3]1[C:4]([CH3:9])=[C:5]([F:8])[CH:6]=[CH:7][C:2]=1[C:11]#[N:12]. The reactants are Br[C:2]1[C:3]([Cl:10])=[C:4]([CH3:9])[C:5]([F:8])=[CH:6][CH:7]=1.[CH3:11][N:12](C=O)C. The catalyst is ClCCl.[C-]#N.[Zn+2].[C-]#N.C1C=CC([P]([Pd]([P](C2C=CC=CC=2)(C2C=CC=CC=2)C2C=CC=CC=2)([P](C2C=CC=CC=2)(C2C=CC=CC=2)C2C=CC=CC=2)[P](C2C=CC=CC=2)(C2C=CC=CC=2)C2C=CC=CC=2)(C2C=CC=CC=2)C2C=CC=CC=2)=CC=1. (8) The reactants are [NH2:1][C:2]1[N:7]=[C:6]([NH2:8])[C:5]([O:9][C:10]2[C:11]([CH:21]([CH3:23])[CH3:22])=[CH:12][C:13]([O:19][CH3:20])=[C:14]([CH:18]=2)[C:15]([NH2:17])=[S:16])=[CH:4][N:3]=1.C([O-])(O)=O.[Na+].[CH3:29][C:30](O)=O. The catalyst is C(OC(OCC)CBr)C.CC1C=CC(S(O)(=O)=O)=CC=1. The product is [CH:21]([C:11]1[CH:12]=[C:13]([O:19][CH3:20])[C:14]([C:15]2[S:16][CH:29]=[CH:30][N:17]=2)=[CH:18][C:10]=1[O:9][C:5]1[C:6]([NH2:8])=[N:7][C:2]([NH2:1])=[N:3][CH:4]=1)([CH3:23])[CH3:22]. The yield is 0.280. (9) The reactants are Br[C:2]1[CH:7]=[CH:6][CH:5]=[C:4]([Br:8])[CH:3]=1.C([Li])CCC.CCCCCC.Cl[Si:21](Cl)([C:28]1[CH:33]=[CH:32][CH:31]=[CH:30][CH:29]=1)[C:22]1[CH:27]=[CH:26][CH:25]=[CH:24][CH:23]=1.[CH:35]1[C:43]2[C:42]3[CH:44]=[CH:45][CH:46]=[CH:47][C:41]=3[O:40][C:39]=2[C:38]([Li])=[CH:37][CH:36]=1. The catalyst is CCOCC. The product is [Br:8][C:4]1[CH:3]=[C:2]([Si:21]([C:47]2[C:41]3[O:40][C:39]4[CH:38]=[CH:37][CH:36]=[CH:35][C:43]=4[C:42]=3[CH:44]=[CH:45][CH:46]=2)([C:28]2[CH:33]=[CH:32][CH:31]=[CH:30][CH:29]=2)[C:22]2[CH:27]=[CH:26][CH:25]=[CH:24][CH:23]=2)[CH:7]=[CH:6][CH:5]=1. The yield is 0.520.